From a dataset of Forward reaction prediction with 1.9M reactions from USPTO patents (1976-2016). Predict the product of the given reaction. (1) Given the reactants [F:1][C:2]([F:11])([F:10])[C:3]1[CH:4]=[C:5]([OH:9])[CH:6]=[CH:7][CH:8]=1.[H-].[Na+].CS(O[CH2:19][C:20]1[CH2:22][C:21]=1[CH2:23][CH3:24])(=O)=O.C(OCC)(=O)C, predict the reaction product. The product is: [F:1][C:2]([F:10])([F:11])[C:3]1[CH:4]=[C:5]([CH:6]=[CH:7][CH:8]=1)[O:9][CH2:19][C:20]1[CH2:22][C:21]=1[CH2:23][CH3:24]. (2) Given the reactants [Cl:1][C:2]1[CH:3]=[C:4]2[C:13](=[CH:14][CH:15]=1)[C:12](Cl)=[C:11]1[C:6]([CH:7]=[CH:8][C:9]([O:17][CH3:18])=[CH:10]1)=[N:5]2.[CH3:19][N:20]1[CH2:25][CH2:24][CH:23]([NH2:26])[CH2:22][CH2:21]1, predict the reaction product. The product is: [Cl:1][C:2]1[CH:3]=[C:4]2[C:13](=[CH:14][CH:15]=1)[C:12]([NH:26][CH:23]1[CH2:24][CH2:25][N:20]([CH3:19])[CH2:21][CH2:22]1)=[C:11]1[C:6]([CH:7]=[CH:8][C:9]([O:17][CH3:18])=[CH:10]1)=[N:5]2. (3) The product is: [CH:1]1([C:5]([NH:8][C@@H:9]2[C@H:13]3[O:14][CH2:15][C@H:16]([NH:17][C:18](=[O:32])[C:19]4[CH:24]=[CH:23][CH:22]=[C:21]([O:25][C:26]5[CH:27]=[CH:28][CH:29]=[CH:30][CH:31]=5)[CH:20]=4)[C@H:12]3[O:11][CH2:10]2)=[O:7])[CH2:2][CH2:3][CH2:4]1. Given the reactants [CH:1]1([C:5]([OH:7])=O)[CH2:4][CH2:3][CH2:2]1.[NH2:8][C@@H:9]1[C@H:13]2[O:14][CH2:15][C@H:16]([NH:17][C:18](=[O:32])[C:19]3[CH:24]=[CH:23][CH:22]=[C:21]([O:25][C:26]4[CH:31]=[CH:30][CH:29]=[CH:28][CH:27]=4)[CH:20]=3)[C@H:12]2[O:11][CH2:10]1, predict the reaction product. (4) Given the reactants [F:1][C:2]1[CH:7]=[CH:6][C:5]([C:8]2[C:9]3[CH:21]=[CH:20][C:19](=[O:22])[N:18]([C:23]4[CH:28]=[CH:27][CH:26]=[CH:25][C:24]=4[F:29])[C:10]=3[N:11]=[C:12](S(C)(=O)=O)[N:13]=2)=[C:4]([CH3:30])[CH:3]=1.[NH2:31][C:32]([CH3:36])([CH3:35])[CH2:33][OH:34], predict the reaction product. The product is: [CH3:35][C:32]([NH:31][C:12]1[N:13]=[C:8]([C:5]2[CH:6]=[CH:7][C:2]([F:1])=[CH:3][C:4]=2[CH3:30])[C:9]2[CH:21]=[CH:20][C:19](=[O:22])[N:18]([C:23]3[CH:28]=[CH:27][CH:26]=[CH:25][C:24]=3[F:29])[C:10]=2[N:11]=1)([CH3:36])[CH2:33][OH:34]. (5) Given the reactants [NH:1]([C:3]1[CH:8]=[CH:7][C:6]([N+:9]([O-:11])=[O:10])=[CH:5][N:4]=1)[NH2:2].[CH:12](OC)(OC)OC.FC(F)(F)C(O)=O, predict the reaction product. The product is: [N+:9]([C:6]1[CH:7]=[CH:8][C:3]2[N:4]([CH:12]=[N:2][N:1]=2)[CH:5]=1)([O-:11])=[O:10]. (6) Given the reactants [NH2:1][C:2]1[CH:3]=[CH:4][C:5]([S:12](=[O:25])(=[O:24])[NH:13][C:14]2[CH:15]=[CH:16][C:17]3[CH2:21][O:20][B:19]([OH:22])[C:18]=3[CH:23]=2)=[C:6]([CH2:8][C:9]([OH:11])=O)[CH:7]=1.[CH:26]1([NH2:30])[CH2:29][CH2:28][CH2:27]1.C1CN([P+](ON2N=NC3C=CC=CC2=3)(N2CCCC2)N2CCCC2)CC1.F[P-](F)(F)(F)(F)F, predict the reaction product. The product is: [NH2:1][C:2]1[CH:3]=[CH:4][C:5]([S:12](=[O:24])(=[O:25])[NH:13][C:14]2[CH:15]=[CH:16][C:17]3[CH2:21][O:20][B:19]([OH:22])[C:18]=3[CH:23]=2)=[C:6]([CH2:8][C:9]([NH:30][CH:26]2[CH2:29][CH2:28][CH2:27]2)=[O:11])[CH:7]=1. (7) Given the reactants [F:1][C:2]1[C:7]([F:8])=[CH:6][CH:5]=[CH:4][C:3]=1[C:9]1[N:17]=[C:12]2[CH:13]=[N:14][NH:15][CH:16]=[C:11]2[N:10]=1.Cl[CH2:19][C:20]1[O:24][N:23]=[C:22]([C:25]2[CH:30]=[CH:29][C:28]([I:31])=[CH:27][CH:26]=2)[CH:21]=1, predict the reaction product. The product is: [F:1][C:2]1[C:7]([F:8])=[CH:6][CH:5]=[CH:4][C:3]=1[C:9]1[N:17]=[C:12]2[CH:13]=[N:14][N:15]([CH2:19][C:20]3[O:24][N:23]=[C:22]([C:25]4[CH:30]=[CH:29][C:28]([I:31])=[CH:27][CH:26]=4)[CH:21]=3)[CH:16]=[C:11]2[N:10]=1. (8) Given the reactants CN(C)C=O.[C:6]([OH:14])(=O)[C:7]1[CH:12]=[CH:11][N:10]=[CH:9][CH:8]=1.C(Cl)(=O)C(Cl)=O.[NH2:21][C:22]1[CH:27]=[CH:26][CH:25]=[CH:24][C:23]=1[S:28]([NH:31][C:32]1[CH:37]=[CH:36][C:35]([O:38][CH3:39])=[CH:34][CH:33]=1)(=[O:30])=[O:29], predict the reaction product. The product is: [CH3:39][O:38][C:35]1[CH:34]=[CH:33][C:32]([NH:31][S:28]([C:23]2[CH:24]=[CH:25][CH:26]=[CH:27][C:22]=2[NH:21][C:6](=[O:14])[C:7]2[CH:8]=[CH:9][N:10]=[CH:11][CH:12]=2)(=[O:30])=[O:29])=[CH:37][CH:36]=1. (9) Given the reactants [NH2:1][C:2]1[CH:7]=[CH:6][C:5]([C:8]2[N:9]=[CH:10][N:11]([CH3:23])[C:12]=2[C:13]2[S:22][C:16]3[N:17]=[CH:18][N:19]=[C:20]([NH2:21])[C:15]=3[CH:14]=2)=[CH:4][CH:3]=1.NC1C=C(C2N=CN(C)C=2C2SC3N=CN=C(N)C=3C=2)C=CC=1.[F:47][C:48]1[CH:53]=[CH:52][C:51]([C:54]([F:57])([F:56])[F:55])=[CH:50][C:49]=1[N:58]=[C:59]=[O:60], predict the reaction product. The product is: [NH2:21][C:20]1[C:15]2[CH:14]=[C:13]([C:12]3[N:11]([CH3:23])[CH:10]=[N:9][C:8]=3[C:5]3[CH:6]=[CH:7][C:2]([NH:1][C:59]([NH:58][C:49]4[CH:50]=[C:51]([C:54]([F:55])([F:57])[F:56])[CH:52]=[CH:53][C:48]=4[F:47])=[O:60])=[CH:3][CH:4]=3)[S:22][C:16]=2[N:17]=[CH:18][N:19]=1. (10) The product is: [Cl:1][C:2]1[CH:7]=[CH:6][CH:5]=[CH:4][C:3]=1[C:8]1[CH:9]=[CH:10][C:11]([CH2:14][N:17]([CH2:18][CH:19]([C:21]2[CH:26]=[CH:25][CH:24]=[CH:23][CH:22]=2)[OH:20])[CH3:16])=[CH:12][CH:13]=1. Given the reactants [Cl:1][C:2]1[CH:7]=[CH:6][CH:5]=[CH:4][C:3]=1[C:8]1[CH:13]=[CH:12][C:11]([CH:14]=O)=[CH:10][CH:9]=1.[CH3:16][NH:17][CH2:18][CH:19]([C:21]1[CH:26]=[CH:25][CH:24]=[CH:23][CH:22]=1)[OH:20].[BH-](OC(C)=O)(OC(C)=O)OC(C)=O.[Na+], predict the reaction product.